Predict the reactants needed to synthesize the given product. From a dataset of Full USPTO retrosynthesis dataset with 1.9M reactions from patents (1976-2016). (1) The reactants are: [C:1]([C:3]1[C:4]([NH:30][CH2:31][CH2:32][O:33][CH3:34])=[CH:5][C:6]([NH:9][C:10]([N:12]2[C:21]3[C:16](=[CH:17][C:18]([CH2:27][NH:28][CH3:29])=[C:19]([CH:22]([O:25][CH3:26])[O:23][CH3:24])[N:20]=3)[CH2:15][CH2:14][CH2:13]2)=[O:11])=[N:7][CH:8]=1)#[N:2].CCN(CC)CC.[CH3:42][O:43][CH2:44][C:45](Cl)=[O:46]. Given the product [C:1]([C:3]1[C:4]([NH:30][CH2:31][CH2:32][O:33][CH3:34])=[CH:5][C:6]([NH:9][C:10]([N:12]2[C:21]3[C:16](=[CH:17][C:18]([CH2:27][N:28]([CH3:29])[C:45](=[O:46])[CH2:44][O:43][CH3:42])=[C:19]([CH:22]([O:25][CH3:26])[O:23][CH3:24])[N:20]=3)[CH2:15][CH2:14][CH2:13]2)=[O:11])=[N:7][CH:8]=1)#[N:2], predict the reactants needed to synthesize it. (2) The reactants are: [CH2:1]([S:8][C:9]1[CH:18]=[C:17]2[C:12]([C:13](=[O:19])[CH:14]=[N:15][NH:16]2)=[CH:11][CH:10]=1)[C:2]1[CH:7]=[CH:6][CH:5]=[CH:4][CH:3]=1.C1C(=O)N([Br:27])C(=O)C1.CS(C)=O. Given the product [CH2:1]([S:8][C:9]1[CH:18]=[C:17]2[C:12]([C:13](=[O:19])[C:14]([Br:27])=[N:15][NH:16]2)=[CH:11][CH:10]=1)[C:2]1[CH:7]=[CH:6][CH:5]=[CH:4][CH:3]=1, predict the reactants needed to synthesize it. (3) Given the product [Br:1][C:2]1[CH:3]=[C:4]2[C:9](=[CH:10][C:11]=1[F:12])[O:8][CH:7]([C:13]1[CH:18]=[CH:17][CH:16]=[CH:15][CH:14]=1)[CH2:6][C:5]2=[N:26][C:20]#[N:21], predict the reactants needed to synthesize it. The reactants are: [Br:1][C:2]1[CH:3]=[C:4]2[C:9](=[CH:10][C:11]=1[F:12])[O:8][CH:7]([C:13]1[CH:18]=[CH:17][CH:16]=[CH:15][CH:14]=1)[CH2:6][C:5]2=O.[C:20](=[N:26][Si](C)(C)C)=[N:21][Si](C)(C)C.